From a dataset of Catalyst prediction with 721,799 reactions and 888 catalyst types from USPTO. Predict which catalyst facilitates the given reaction. (1) Reactant: Cl.[NH2:2][C@H:3]1[C:12]([CH2:15][CH3:16])([CH2:13][CH3:14])[C:11]2[CH:10]=[C:9]([OH:17])[CH:8]=[CH:7][C:6]=2[CH2:5][C@@H:4]1[O:18][CH3:19].[CH3:20][O:21][C:22](=[O:34])[C@H:23]([CH2:27][CH:28]1[CH2:33][CH2:32][CH2:31][CH2:30][CH2:29]1)[CH2:24][CH:25]=O.C(N(CC)CC)C.C(O[BH-](OC(=O)C)OC(=O)C)(=O)C.[Na+]. The catalyst class is: 317. Product: [CH3:20][O:21][C:22](=[O:34])[C@H:23]([CH2:27][CH:28]1[CH2:29][CH2:30][CH2:31][CH2:32][CH2:33]1)[CH2:24][CH2:25][NH:2][C@@H:3]1[C@@H:4]([O:18][CH3:19])[CH2:5][C:6]2[C:11](=[CH:10][C:9]([OH:17])=[CH:8][CH:7]=2)[C:12]1([CH2:15][CH3:16])[CH2:13][CH3:14]. (2) Reactant: C(N(CC)CC)C.Cl.[F:9][C@H:10]1[CH2:14][CH2:13][NH:12][CH2:11]1.[CH2:15]([C:19]1[N:20]=[C:21]([NH:34][CH2:35][C:36]2[CH:41]=[CH:40][C:39]([O:42][CH3:43])=[CH:38][C:37]=2[O:44][CH3:45])[C:22]2[NH:27][N:26]=[C:25]([C:28]#[C:29][CH2:30][CH2:31][CH2:32]Cl)[C:23]=2[N:24]=1)[CH2:16][CH2:17][CH3:18]. Product: [CH2:15]([C:19]1[N:20]=[C:21]([NH:34][CH2:35][C:36]2[CH:41]=[CH:40][C:39]([O:42][CH3:43])=[CH:38][C:37]=2[O:44][CH3:45])[C:22]2[NH:27][N:26]=[C:25]([CH2:28][CH2:29][CH2:30][CH2:31][CH2:32][N:12]3[CH2:13][CH2:14][C@H:10]([F:9])[CH2:11]3)[C:23]=2[N:24]=1)[CH2:16][CH2:17][CH3:18]. The catalyst class is: 204. (3) Reactant: [C:1]([N:5]=[C:6]=[O:7])([CH3:4])([CH3:3])[CH3:2].[CH3:8][C:9]1[CH:13]=[CH:12][NH:11][N:10]=1. Product: [C:1]([NH:5][C:6]([N:11]1[CH:12]=[CH:13][C:9]([CH3:8])=[N:10]1)=[O:7])([CH3:4])([CH3:3])[CH3:2]. The catalyst class is: 4. (4) Reactant: [CH3:1][O:2][C:3]1[CH:19]=[CH:18][C:6]([CH2:7][C:8]2([CH3:17])[CH2:13][CH2:12][O:11][CH2:10]/[C:9]/2=[CH:14]\[O:15]C)=[CH:5][CH:4]=1.Cl. Product: [CH3:1][O:2][C:3]1[CH:4]=[CH:5][C:6]([CH2:7][C:8]2([CH3:17])[CH2:13][CH2:12][O:11][CH2:10][CH:9]2[CH:14]=[O:15])=[CH:18][CH:19]=1. The catalyst class is: 20.